From a dataset of NCI-60 drug combinations with 297,098 pairs across 59 cell lines. Regression. Given two drug SMILES strings and cell line genomic features, predict the synergy score measuring deviation from expected non-interaction effect. Drug 1: C1=NC2=C(N1)C(=S)N=C(N2)N. Drug 2: CC1=C(C(=O)C2=C(C1=O)N3CC4C(C3(C2COC(=O)N)OC)N4)N. Cell line: RPMI-8226. Synergy scores: CSS=40.2, Synergy_ZIP=-2.80, Synergy_Bliss=-3.43, Synergy_Loewe=-8.52, Synergy_HSA=-1.27.